From a dataset of Retrosynthesis with 50K atom-mapped reactions and 10 reaction types from USPTO. Predict the reactants needed to synthesize the given product. Given the product c1ccc(Oc2nc3ccccc3c3c2ncn3CCOCc2ccccn2)cc1, predict the reactants needed to synthesize it. The reactants are: ClCc1ccccn1.OCCn1cnc2c(Oc3ccccc3)nc3ccccc3c21.